From a dataset of Reaction yield outcomes from USPTO patents with 853,638 reactions. Predict the reaction yield, written as a fraction of the theoretical maximum amount of product (1.0 means a 100% yield; for example, 0.34 means a 34% yield). (1) The reactants are [F:1][C:2]([F:11])([F:10])[C:3]1[CH:8]=[CH:7][C:6]([OH:9])=[CH:5][CH:4]=1.BrBr.Br[C:15]1[CH:20]=C(C(F)(F)F)C=C[C:16]=1[OH:25].[H-].[Na+].C([Br:31])C=C.C(OCC=C)C=C.C(C1C(C(F)(F)F)=CC=C(Cl)C=1O)C=C.C(C1C=C(C(F)(F)F)C=C(Br)C=1O)C=C.ClC1C=C(C=CC=1)C(OO)=O.C(=O)([O-])[O-].[K+].[K+].ClC1C2OC(CO)CC=2C(C(F)(F)F)=CC=1. The catalyst is C(Cl)(Cl)(Cl)Cl.C1(C)C=C(C)C=C(C)C=1. The product is [Br:31][C:7]1[C:6]2[O:9][CH:15]([CH2:16][OH:25])[CH2:20][C:5]=2[CH:4]=[C:3]([C:2]([F:10])([F:11])[F:1])[CH:8]=1. The yield is 0.910. (2) The reactants are [NH:1]([C:3]1[CH:4]=[C:5]([CH:9]=[CH:10][CH:11]=1)[C:6]([OH:8])=[O:7])[NH2:2].C([O:14][C:15]([C:17]1[CH:18]=[N:19][C:20]2[C:25]([C:26]=1Cl)=[CH:24][CH:23]=[CH:22][C:21]=2[F:28])=O)C.[OH-].[Li+].Cl. The catalyst is C(O)CCC.O1CCCC1.O. The product is [F:28][C:21]1[C:20]2[NH:19][CH:18]=[C:17]3[C:15](=[O:14])[N:1]([C:3]4[CH:4]=[C:5]([CH:9]=[CH:10][CH:11]=4)[C:6]([OH:8])=[O:7])[N:2]=[C:26]3[C:25]=2[CH:24]=[CH:23][CH:22]=1. The yield is 0.630. (3) The reactants are [N:1]1([CH2:6][CH2:7][NH:8][CH:9]2[C:18]3[N:17]=[CH:16][CH:15]=[CH:14][C:13]=3[CH2:12][CH2:11][CH2:10]2)[CH:5]=[CH:4][N:3]=[CH:2]1.[C:19]([O:23][C:24]([N:26]1[C:30]2[CH:31]=[CH:32][CH:33]=[CH:34][C:29]=2[N:28]=[C:27]1[CH2:35]Cl)=[O:25])([CH3:22])([CH3:21])[CH3:20].[I-].[K+].C(N(CC)C(C)C)(C)C.C([O-])(O)=O.[Na+]. The catalyst is C(#N)C. The product is [C:19]([O:23][C:24]([N:26]1[C:30]2[CH:31]=[CH:32][CH:33]=[CH:34][C:29]=2[N:28]=[C:27]1[CH2:35][N:8]([CH2:7][CH2:6][N:1]1[CH:5]=[CH:4][N:3]=[CH:2]1)[CH:9]1[C:18]2[N:17]=[CH:16][CH:15]=[CH:14][C:13]=2[CH2:12][CH2:11][CH2:10]1)=[O:25])([CH3:22])([CH3:21])[CH3:20]. The yield is 0.120. (4) The reactants are [O:1]1[CH:5]=[CH:4][C:3]([C:6]([OH:8])=O)=[CH:2]1.CN(C(ON1N=NC2C=CC=NC1=2)=[N+](C)C)C.F[P-](F)(F)(F)(F)F.CN(C(ON1N=NC2C=CC=CC1=2)=[N+](C)C)C.F[P-](F)(F)(F)(F)F.[NH2:57][C:58]1[CH:59]=[CH:60][C:61]([CH3:74])=[C:62]([C:64]2[CH:69]=[CH:68][C:67]([C:70]([O:72][CH3:73])=[O:71])=[CH:66][CH:65]=2)[CH:63]=1.CCN(C(C)C)C(C)C. The catalyst is CN(C=O)C. The product is [O:1]1[CH:5]=[CH:4][C:3]([C:6]([NH:57][C:58]2[CH:59]=[CH:60][C:61]([CH3:74])=[C:62]([C:64]3[CH:69]=[CH:68][C:67]([C:70]([O:72][CH3:73])=[O:71])=[CH:66][CH:65]=3)[CH:63]=2)=[O:8])=[CH:2]1. The yield is 0.580. (5) The reactants are [CH3:1][O:2][C:3](=[O:21])[C:4]1[CH:9]=[C:8]([CH:10]([OH:12])[CH3:11])[C:7]([C:13]([F:16])([F:15])[F:14])=[CH:6][C:5]=1[NH:17]C(=O)C.[CH3:22]CN(CC)CC.CS(Cl)(=O)=O. The catalyst is C(Cl)Cl.CO. The product is [CH3:1][O:2][C:3](=[O:21])[C:4]1[CH:9]=[C:8]([CH:10]([O:12][CH3:22])[CH3:11])[C:7]([C:13]([F:16])([F:15])[F:14])=[CH:6][C:5]=1[NH2:17]. The yield is 0.360. (6) The reactants are [Cl:1][C:2]1[CH:3]=[C:4]([N:8]2[CH2:13][CH2:12][N:11]([CH2:14][CH2:15][NH2:16])[CH2:10][CH2:9]2)[CH:5]=[CH:6][CH:7]=1.[CH3:17][C:18]1[NH:22][N:21]=[C:20]([CH:23]=O)[CH:19]=1. No catalyst specified. The product is [Cl:1][C:2]1[CH:3]=[C:4]([N:8]2[CH2:9][CH2:10][N:11]([CH2:14][CH2:15][NH:16][CH2:23][C:20]3[CH:19]=[C:18]([CH3:17])[NH:22][N:21]=3)[CH2:12][CH2:13]2)[CH:5]=[CH:6][CH:7]=1. The yield is 0.604. (7) The reactants are [CH3:1][S:2]([C:5]1[CH:6]=[C:7]2[C:12](=[CH:13][CH:14]=1)[NH:11][CH:10]([C:15]1[CH:16]=[C:17]([NH2:21])[CH:18]=[CH:19][CH:20]=1)[C:9]([CH3:23])([CH3:22])[CH2:8]2)(=[O:4])=[O:3].[CH3:24][O:25][C:26](=[O:31])[C:27](Br)([CH3:29])[CH3:28].C(=O)([O-])[O-].[K+].[K+]. The catalyst is CN(C)C=O. The product is [CH3:24][O:25][C:26](=[O:31])[C:27]([NH:21][C:17]1[CH:18]=[CH:19][CH:20]=[C:15]([CH:10]2[C:9]([CH3:23])([CH3:22])[CH2:8][C:7]3[C:12](=[CH:13][CH:14]=[C:5]([S:2]([CH3:1])(=[O:4])=[O:3])[CH:6]=3)[NH:11]2)[CH:16]=1)([CH3:29])[CH3:28]. The yield is 0.0700.